Task: Predict the reactants needed to synthesize the given product.. Dataset: Full USPTO retrosynthesis dataset with 1.9M reactions from patents (1976-2016) (1) Given the product [Cl:1][C:2]1[CH:3]=[C:4]([CH:28]=[CH:29][C:30]=1[O:31][CH3:32])[CH2:5][NH:6][C:7]1[C:8]2[N:23]([CH3:24])[N:22]=[C:21]([CH2:25][CH2:26][CH3:27])[C:9]=2[N:10]=[C:11]([CH2:13][O:14][CH2:15][C:16]([OH:18])=[O:17])[N:12]=1, predict the reactants needed to synthesize it. The reactants are: [Cl:1][C:2]1[CH:3]=[C:4]([CH:28]=[CH:29][C:30]=1[O:31][CH3:32])[CH2:5][NH:6][C:7]1[C:8]2[N:23]([CH3:24])[N:22]=[C:21]([CH2:25][CH2:26][CH3:27])[C:9]=2[N:10]=[C:11]([CH2:13][O:14][CH2:15][C:16]([O:18]CC)=[O:17])[N:12]=1.[OH-].[Na+].Cl. (2) Given the product [N:1]1([C:9]([O:11][C:12]([CH3:15])([CH3:14])[CH3:13])=[O:8])[CH2:7][CH2:6][CH2:5][NH:4][CH2:3][CH2:2]1, predict the reactants needed to synthesize it. The reactants are: [NH:1]1[CH2:7][CH2:6][CH2:5][NH:4][CH2:3][CH2:2]1.[O:8](C(OC(C)(C)C)=O)[C:9]([O:11][C:12]([CH3:15])([CH3:14])[CH3:13])=O. (3) Given the product [CH3:1][C:2]1[CH:3]=[C:4]([CH2:5][C:11]#[N:12])[CH:7]=[CH:8][C:9]=1[CH3:10], predict the reactants needed to synthesize it. The reactants are: [CH3:1][C:2]1[CH:3]=[C:4]([CH:7]=[CH:8][C:9]=1[CH3:10])[CH2:5]Cl.[C-:11]#[N:12].[Na+]. (4) Given the product [C:1]([C:3]1[CH:11]=[CH:10][C:6]([C:7]([N:17]2[C:18]3[CH:23]=[CH:22][CH:21]=[CH:20][C:19]=3[S:13][CH2:14][CH2:15][CH2:16]2)=[O:9])=[CH:5][C:4]=1[CH3:12])#[N:2], predict the reactants needed to synthesize it. The reactants are: [C:1]([C:3]1[CH:11]=[CH:10][C:6]([C:7]([OH:9])=O)=[CH:5][C:4]=1[CH3:12])#[N:2].[S:13]1[C:19]2[CH:20]=[CH:21][CH:22]=[CH:23][C:18]=2[NH:17][CH2:16][CH2:15][CH2:14]1. (5) Given the product [CH:22]([C:19]1[CH:20]=[C:21]2[C:16](=[CH:17][CH:18]=1)[NH:15][CH:14]=[C:13]2[CH2:12][CH2:11][NH+:10]([CH3:9])[CH3:24])=[O:23].[C:26]([CH2:3][C:4]([O-:6])=[O:5])([OH:28])=[O:27], predict the reactants needed to synthesize it. The reactants are: O.O.[C:3](O)(=O)[C:4]([OH:6])=[O:5].[CH3:9][N:10]([CH3:24])[CH2:11][CH2:12][C:13]1[C:21]2[C:16](=[CH:17][CH:18]=[C:19]([CH:22]=[O:23])[CH:20]=2)[NH:15][CH:14]=1.C(O)(=O)[C:26]([OH:28])=[O:27]. (6) Given the product [CH3:18][Si:19]([CH3:25])([CH3:24])[C:2]1[CH:9]=[CH:8][C:5]([C:6]#[N:7])=[CH:4][CH:3]=1, predict the reactants needed to synthesize it. The reactants are: Br[C:2]1[CH:9]=[CH:8][C:5]([C:6]#[N:7])=[CH:4][CH:3]=1.CC1(C)NC=NC1=O.[CH3:18][Si:19]([CH3:25])([CH3:24])[Si:19]([CH3:25])([CH3:24])[CH3:18]. (7) The reactants are: [F:1][CH:2]([F:24])[O:3][C:4]1[CH:9]=[CH:8][C:7]([N:10]2[CH:15]=[CH:14][C:13](=[O:16])[C:12]([C:17](=O)/[CH:18]=[CH:19]/[N:20](C)C)=[N:11]2)=[CH:6][CH:5]=1.[F:25][C:26]1[CH:27]=[C:28]2[C:33](=[CH:34][CH:35]=1)[N:32]=[CH:31][CH:30]=[C:29]2[NH:36]N. Given the product [F:1][CH:2]([F:24])[O:3][C:4]1[CH:9]=[CH:8][C:7]([N:10]2[CH:15]=[CH:14][C:13](=[O:16])[C:12]([C:17]3[N:36]([C:29]4[C:28]5[C:33](=[CH:34][CH:35]=[C:26]([F:25])[CH:27]=5)[N:32]=[CH:31][CH:30]=4)[N:20]=[CH:19][CH:18]=3)=[N:11]2)=[CH:6][CH:5]=1, predict the reactants needed to synthesize it. (8) Given the product [O:1]=[C:2]([C:8]1[CH:13]=[CH:12][CH:11]=[C:10]([CH2:14][CH2:15][CH2:16][CH2:17][CH3:18])[CH:9]=1)[C:3]([OH:5])=[O:4], predict the reactants needed to synthesize it. The reactants are: [O:1]=[C:2]([C:8]1[CH:13]=[CH:12][CH:11]=[C:10]([CH2:14][CH2:15][CH2:16][CH2:17][CH3:18])[CH:9]=1)[C:3]([O:5]CC)=[O:4].[OH-].[Li+]. (9) Given the product [NH2:8][C:9]1[C:17]2[C:12](=[N:13][C:14]([N:21]3[CH2:22][CH2:23][C:24]4([O:28][CH2:27][CH2:26][O:25]4)[CH2:29][CH2:30]3)=[CH:15][C:16]=2[O:4][CH2:3][C:2]([F:6])([F:5])[F:1])[S:11][C:10]=1[C:31]([NH2:33])=[O:32], predict the reactants needed to synthesize it. The reactants are: [F:1][C:2]([F:6])([F:5])[CH2:3][OH:4].[Na].[NH2:8][C:9]1[C:17]2[C:12](=[N:13][C:14]([N:21]3[CH2:30][CH2:29][C:24]4([O:28][CH2:27][CH2:26][O:25]4)[CH2:23][CH2:22]3)=[CH:15][C:16]=2S(C)=O)[S:11][C:10]=1[C:31]([NH2:33])=[O:32]. (10) Given the product [C:4]([O:5][CH2:6][C:7]([CH2:8][OH:9])([C:15]([O:17][CH2:18][CH3:19])=[O:16])[C:10]([O:12][CH2:13][CH3:14])=[O:11])(=[O:3])[CH3:20], predict the reactants needed to synthesize it. The reactants are: C([O:3][C:4]1([CH3:20])[O:9][CH2:8][C:7]([C:15]([O:17][CH2:18][CH3:19])=[O:16])([C:10]([O:12][CH2:13][CH3:14])=[O:11])[CH2:6][O:5]1)C.